From a dataset of Reaction yield outcomes from USPTO patents with 853,638 reactions. Predict the reaction yield, written as a fraction of the theoretical maximum amount of product (1.0 means a 100% yield; for example, 0.34 means a 34% yield). (1) The reactants are C[O:2][C:3]([C:5]1[C:13]2[NH:12][C:11]([C:14]3[C:15](=[O:30])[NH:16][CH:17]=[CH:18][C:19]=3[NH:20][CH2:21][C@@H:22]([OH:29])[C:23]3[CH:28]=[CH:27][CH:26]=[CH:25][CH:24]=3)=[N:10][C:9]=2[CH:8]=[CH:7][CH:6]=1)=[O:4].[Li+].[OH-].C1COCC1. The catalyst is O. The product is [OH:29][C@@H:22]([C:23]1[CH:24]=[CH:25][CH:26]=[CH:27][CH:28]=1)[CH2:21][NH:20][C:19]1[CH:18]=[CH:17][NH:16][C:15](=[O:30])[C:14]=1[C:11]1[NH:12][C:13]2[C:5]([C:3]([OH:4])=[O:2])=[CH:6][CH:7]=[CH:8][C:9]=2[N:10]=1. The yield is 1.02. (2) The reactants are Br[C:2]1[C:3]([N:22]2[CH2:25][CH:24]([CH:26]([CH3:28])[CH3:27])[CH2:23]2)=[C:4]([C@H:10]([O:17][C:18]([CH3:21])([CH3:20])[CH3:19])[C:11]([O:13][CH:14]([CH3:16])[CH3:15])=[O:12])[C:5]([CH3:9])=[N:6][C:7]=1[CH3:8].[F:29][C:30]1[CH:47]=[CH:46][C:33]([CH2:34][CH2:35][O:36][C:37]2[CH:42]=[CH:41][C:40](B(O)O)=[CH:39][CH:38]=2)=[CH:32][CH:31]=1.C(=O)([O-])[O-].[Na+].[Na+]. The catalyst is O1CCOCC1.O.CCOC(C)=O.C1C=CC([P]([Pd]([P](C2C=CC=CC=2)(C2C=CC=CC=2)C2C=CC=CC=2)([P](C2C=CC=CC=2)(C2C=CC=CC=2)C2C=CC=CC=2)[P](C2C=CC=CC=2)(C2C=CC=CC=2)C2C=CC=CC=2)(C2C=CC=CC=2)C2C=CC=CC=2)=CC=1. The product is [C:18]([O:17][C@@H:10]([C:4]1[C:5]([CH3:9])=[N:6][C:7]([CH3:8])=[C:2]([C:40]2[CH:39]=[CH:38][C:37]([O:36][CH2:35][CH2:34][C:33]3[CH:32]=[CH:31][C:30]([F:29])=[CH:47][CH:46]=3)=[CH:42][CH:41]=2)[C:3]=1[N:22]1[CH2:25][CH:24]([CH:26]([CH3:28])[CH3:27])[CH2:23]1)[C:11]([O:13][CH:14]([CH3:16])[CH3:15])=[O:12])([CH3:21])([CH3:20])[CH3:19]. The yield is 0.780. (3) The reactants are [C:1]([O:5][C:6]([N:8]1[CH2:13][CH2:12][CH2:11][C@@H:10](C(O)=O)[C@@H:9]1[CH3:17])=[O:7])([CH3:4])([CH3:3])[CH3:2].CC[N:20]([CH:24](C)C)C(C)C.C1C=CC(P(N=[N+]=[N-])(C2C=CC=CC=2)=[O:34])=CC=1.[CH2:44]([OH:51])[C:45]1[CH:50]=[CH:49][CH:48]=[CH:47][CH:46]=1. The catalyst is C1(C)C=CC=CC=1.C([O-])(O)=O.[Na+]. The product is [CH2:44]([O:51][C:24]([NH:20][C@@H:10]1[CH2:11][CH2:12][CH2:13][N:8]([C:6]([O:5][C:1]([CH3:2])([CH3:3])[CH3:4])=[O:7])[C@H:9]1[CH3:17])=[O:34])[C:45]1[CH:50]=[CH:49][CH:48]=[CH:47][CH:46]=1. The yield is 0.180.